The task is: Predict the reactants needed to synthesize the given product.. This data is from Full USPTO retrosynthesis dataset with 1.9M reactions from patents (1976-2016). (1) Given the product [F:21][C:22]1[CH:27]=[C:26]([F:28])[CH:25]=[CH:24][C:23]=1[N:29]1[C:33]2=[N:34][C:35]([CH2:39][CH3:40])=[N:36][C:37]([NH:38][CH2:6][C:4]([OH:5])([CH2:3][C:2]([C:12]3[C:20]4[O:19][CH2:18][CH2:17][C:16]=4[CH:15]=[CH:14][CH:13]=3)([CH3:11])[CH3:1])[C:7]([F:10])([F:9])[F:8])=[C:32]2[CH:31]=[N:30]1, predict the reactants needed to synthesize it. The reactants are: [CH3:1][C:2]([C:12]1[C:20]2[O:19][CH2:18][CH2:17][C:16]=2[CH:15]=[CH:14][CH:13]=1)([CH3:11])[CH2:3][C:4]1([C:7]([F:10])([F:9])[F:8])[CH2:6][O:5]1.[F:21][C:22]1[CH:27]=[C:26]([F:28])[CH:25]=[CH:24][C:23]=1[N:29]1[C:33]2=[N:34][C:35]([CH2:39][CH3:40])=[N:36][C:37]([NH2:38])=[C:32]2[CH:31]=[N:30]1. (2) Given the product [N+:3]([C:6]1[CH:11]=[CH:10][CH:9]=[CH:8][C:7]=1[CH:12]([OH:14])[CH3:13])([O-:5])=[O:4], predict the reactants needed to synthesize it. The reactants are: [BH4-].[Na+].[N+:3]([C:6]1[CH:11]=[CH:10][CH:9]=[CH:8][C:7]=1[C:12](=[O:14])[CH3:13])([O-:5])=[O:4]. (3) Given the product [F:20][C:19]([F:22])([F:21])[C:16]1[CH:15]=[CH:14][C:13]2[S:12][C:11]3[C:6](=[CH:7][CH:8]=[CH:9][CH:10]=3)[N:5]([CH2:4][CH2:3][CH2:2][N:43]3[CH2:42][C:41]4([CH2:38][N:39]([C:45]([O:47][C:48]([CH3:50])([CH3:49])[CH3:51])=[O:46])[CH2:40]4)[CH2:44]3)[C:18]=2[CH:17]=1, predict the reactants needed to synthesize it. The reactants are: I[CH2:2][CH2:3][CH2:4][N:5]1[C:18]2[CH:17]=[C:16]([C:19]([F:22])([F:21])[F:20])[CH:15]=[CH:14][C:13]=2[S:12][C:11]2[C:6]1=[CH:7][CH:8]=[CH:9][CH:10]=2.CC#N.C([O-])([O-])=O.[K+].[K+].C(O)(=O)C(O)=O.[CH2:38]1[C:41]2([CH2:44][NH:43][CH2:42]2)[CH2:40][N:39]1[C:45]([O:47][C:48]([CH3:51])([CH3:50])[CH3:49])=[O:46].[C:48]([O:47][C:45]([N:39]1[CH2:40][C:41]2([CH2:44][NH:43][CH2:42]2)[CH2:38]1)=[O:46])([CH3:51])([CH3:50])[CH3:49]. (4) Given the product [CH3:21][N:22]1[C:30]2[C:25](=[CH:26][C:27]([C:2]3[N:7]=[C:6]([O:8][C@@H:9]([C@H:11]4[CH2:15][NH:14][C:13](=[O:16])[CH2:12]4)[CH3:10])[C:5]4[N:17]([CH3:20])[CH:18]=[N:19][C:4]=4[CH:3]=3)=[CH:28][CH:29]=2)[C:24]([CH3:34])=[N:23]1, predict the reactants needed to synthesize it. The reactants are: Cl[C:2]1[N:7]=[C:6]([O:8][C@@H:9]([C@H:11]2[CH2:15][NH:14][C:13](=[O:16])[CH2:12]2)[CH3:10])[C:5]2[N:17]([CH3:20])[CH:18]=[N:19][C:4]=2[CH:3]=1.[CH3:21][N:22]1[C:30]2[C:25](=[CH:26][C:27](B(O)O)=[CH:28][CH:29]=2)[C:24]([CH3:34])=[N:23]1. (5) Given the product [Cl:13][CH2:12][CH2:11][CH2:10][N:1]1[CH2:6][CH2:5][S:4][CH2:3][CH2:2]1, predict the reactants needed to synthesize it. The reactants are: [NH:1]1[CH2:6][CH2:5][S:4][CH2:3][CH2:2]1.[OH-].[Na+].Br[CH2:10][CH2:11][CH2:12][Cl:13]. (6) Given the product [C:39]([O:38][C:36]([N:33]1[CH2:32][CH:30]=[C:35]([C:2]2[CH:3]=[C:4]3[C:9](=[CH:10][CH:11]=2)[N:8]=[CH:7][CH:6]=[C:5]3[NH:12][C:13]([NH:15][C:16]2[CH:21]=[N:20][CH:19]=[CH:18][N:17]=2)=[O:14])[CH2:34]1)=[O:37])([CH3:40])([CH3:41])[CH3:42], predict the reactants needed to synthesize it. The reactants are: Br[C:2]1[CH:3]=[C:4]2[C:9](=[CH:10][CH:11]=1)[N:8]=[CH:7][CH:6]=[C:5]2[NH:12][C:13]([NH:15][C:16]1[CH:21]=[N:20][CH:19]=[CH:18][N:17]=1)=[O:14].CC1(C)C(C)(C)OB([C:30]2[CH2:35][CH2:34][N:33]([C:36]([O:38][C:39]([CH3:42])([CH3:41])[CH3:40])=[O:37])[CH2:32]C=2)O1.CC1(C)C(C)(C)OB(C2CN(C(OC(C)(C)C)=O)CC=2)O1.